This data is from Catalyst prediction with 721,799 reactions and 888 catalyst types from USPTO. The task is: Predict which catalyst facilitates the given reaction. (1) Reactant: [C:1]1(=O)[CH2:5][CH2:4][CH2:3][C:2]1=O.[O:8]=[C:9]([CH3:17])[CH2:10][S:11][CH2:12][C:13]([O:15][CH3:16])=[O:14].C(=O)([O-])[O-].[K+].[K+]. Product: [CH3:16][O:15][C:13]([C:12]1[S:11][C:10]([C:9](=[O:8])[CH3:17])=[C:1]2[CH2:5][CH2:4][CH2:3][C:2]=12)=[O:14]. The catalyst class is: 3. (2) Reactant: [CH:1]([C:3]1[CH:18]=[CH:17][C:6]([O:7][C:8]2[CH:16]=[CH:15][C:11]([C:12]([NH2:14])=[O:13])=[CH:10][N:9]=2)=[CH:5][CH:4]=1)=O.Cl.[C:20]1([CH:26]2[CH2:31][CH2:30][CH2:29][CH2:28][NH:27]2)[CH:25]=[CH:24][CH:23]=[CH:22][CH:21]=1.C(N(CC)CC)C.[BH4-].[Na+]. Product: [C:20]1([CH:26]2[CH2:31][CH2:30][CH2:29][CH2:28][N:27]2[CH2:1][C:3]2[CH:18]=[CH:17][C:6]([O:7][C:8]3[CH:16]=[CH:15][C:11]([C:12]([NH2:14])=[O:13])=[CH:10][N:9]=3)=[CH:5][CH:4]=2)[CH:25]=[CH:24][CH:23]=[CH:22][CH:21]=1. The catalyst class is: 5. (3) Product: [CH:1]1([CH2:7][N:8]2[C:16]3[C:11](=[CH:12][CH:13]=[C:14]([C:17]([OH:19])=[O:18])[CH:15]=3)[C:10]([CH3:21])=[CH:9]2)[CH2:2][CH2:3][CH2:4][CH2:5][CH2:6]1. The catalyst class is: 5. Reactant: [CH:1]1([CH2:7][N:8]2[C:16]3[C:11](=[CH:12][CH:13]=[C:14]([C:17]([O:19]C)=[O:18])[CH:15]=3)[C:10]([CH3:21])=[CH:9]2)[CH2:6][CH2:5][CH2:4][CH2:3][CH2:2]1.[OH-].[Li+].Cl. (4) Reactant: [Cl:1][C:2]1[N:7]=[C:6]([CH2:8][C:9]2[CH:14]=[CH:13][C:12]([NH:15][C:16](=[O:27])[C:17]3[CH:22]=[CH:21][C:20]([C:23]([F:26])([F:25])[F:24])=[CH:19][CH:18]=3)=[CH:11][CH:10]=2)[N:5]2[CH:28]=[CH:29][N:30]=[C:4]2[C:3]=1[CH2:31][C:32]([O:34]C)=[O:33].Cl. Product: [Cl:1][C:2]1[N:7]=[C:6]([CH2:8][C:9]2[CH:14]=[CH:13][C:12]([NH:15][C:16](=[O:27])[C:17]3[CH:18]=[CH:19][C:20]([C:23]([F:26])([F:24])[F:25])=[CH:21][CH:22]=3)=[CH:11][CH:10]=2)[N:5]2[CH:28]=[CH:29][N:30]=[C:4]2[C:3]=1[CH2:31][C:32]([OH:34])=[O:33]. The catalyst class is: 12.